This data is from Reaction yield outcomes from USPTO patents with 853,638 reactions. The task is: Predict the reaction yield, written as a fraction of the theoretical maximum amount of product (1.0 means a 100% yield; for example, 0.34 means a 34% yield). (1) The reactants are [NH2:1][C:2]1[N:10]=[C:9]2[C:5]([NH:6][C:7](=[O:17])[N:8]2[CH:11]2[CH2:16][CH2:15][O:14][CH2:13][CH2:12]2)=[C:4]([Cl:18])[N:3]=1.C(=O)([O-])[O-].[Cs+].[Cs+].C1C=CC(P(C2C(C3C(P(C4C=CC=CC=4)C4C=CC=CC=4)=CC=C4C=3C=CC=C4)=C3C(C=CC=C3)=CC=2)C2C=CC=CC=2)=CC=1.Br[C:72]1[CH:77]=[C:76]([F:78])[CH:75]=[CH:74][C:73]=1[N+:79]([O-:81])=[O:80].CCN(C(C)C)C(C)C. The catalyst is C1(C)C=CC=CC=1.CC([O-])=O.CC([O-])=O.[Pd+2]. The product is [Cl:18][C:4]1[N:3]=[C:2]([NH:1][C:72]2[CH:77]=[C:76]([F:78])[CH:75]=[CH:74][C:73]=2[N+:79]([O-:81])=[O:80])[N:10]=[C:9]2[C:5]=1[NH:6][C:7](=[O:17])[N:8]2[CH:11]1[CH2:12][CH2:13][O:14][CH2:15][CH2:16]1. The yield is 0.600. (2) The reactants are C(C1C=CC(CN)=CC=1)(C)(C)C.O(C(OC(C)(C)C)=O)C(OC(C)(C)C)=O.[C:28]([C:32]1[CH:37]=[CH:36][C:35]([CH2:38][N:39]=[C:40]=[O:41])=[CH:34][CH:33]=1)([CH3:31])([CH3:30])[CH3:29].[NH2:42][CH2:43][C:44]1[CH:49]=[C:48]([CH:50]=[CH2:51])[C:47]([NH:52][S:53]([CH3:56])(=[O:55])=[O:54])=[C:46]([C:57]([F:60])([F:59])[F:58])[CH:45]=1. The catalyst is CN(C1C=CN=CC=1)C.C(Cl)Cl. The product is [C:28]([C:32]1[CH:33]=[CH:34][C:35]([CH2:38][NH:39][C:40](=[O:41])[NH:42][CH2:43][C:44]2[CH:49]=[C:48]([CH:50]=[CH2:51])[C:47]([NH:52][S:53]([CH3:56])(=[O:55])=[O:54])=[C:46]([C:57]([F:60])([F:58])[F:59])[CH:45]=2)=[CH:36][CH:37]=1)([CH3:31])([CH3:29])[CH3:30]. The yield is 0.369. (3) The reactants are Cl[C:2]1[N:7]=[CH:6][C:5]([NH2:8])=[C:4]([CH3:9])[CH:3]=1.[CH3:10][S:11]([O-:13])=[O:12].[Na+].CNCCNC.O. The catalyst is [Cu].CS(C)=O. The product is [CH3:10][S:11]([C:2]1[N:7]=[CH:6][C:5]([NH2:8])=[C:4]([CH3:9])[CH:3]=1)(=[O:13])=[O:12]. The yield is 0.270. (4) The reactants are [Br:1][C:2]1[S:9][C:8]2[C:7]([CH:10]=[O:11])=[C:6]([C:12]([O:14][CH2:15][CH3:16])=[O:13])[NH:5][C:4]=2[CH:3]=1.[C:17](=O)([O-])[O-].[K+].[K+].IC.O. The catalyst is CN(C=O)C.CCOC(C)=O. The product is [Br:1][C:2]1[S:9][C:8]2[C:7]([CH:10]=[O:11])=[C:6]([C:12]([O:14][CH2:15][CH3:16])=[O:13])[N:5]([CH3:17])[C:4]=2[CH:3]=1. The yield is 0.820.